Dataset: Catalyst prediction with 721,799 reactions and 888 catalyst types from USPTO. Task: Predict which catalyst facilitates the given reaction. (1) Reactant: [Br:1][C:2]1[CH:11]=[C:10](Br)[C:9]2[C:4](=[CH:5][CH:6]=[CH:7][CH:8]=2)[N:3]=1.[CH:13]([C@H:15]1[CH2:20][CH2:19][CH2:18][CH2:17][N:16]1[C:21]([O:23][C:24]([CH3:27])([CH3:26])[CH3:25])=[O:22])=[O:14].[NH4+].[Cl-]. Product: [Br:1][C:2]1[CH:11]=[C:10]([C@H:13]([OH:14])[C@H:15]2[CH2:20][CH2:19][CH2:18][CH2:17][N:16]2[C:21]([O:23][C:24]([CH3:26])([CH3:25])[CH3:27])=[O:22])[C:9]2[C:4](=[CH:5][CH:6]=[CH:7][CH:8]=2)[N:3]=1. The catalyst class is: 7. (2) Reactant: [CH:1]([C:3]1[CH:4]=[C:5]([CH:9]=[CH:10][CH:11]=1)[C:6]([OH:8])=[O:7])=O.[OH:12][C:13]1[CH:18]=[CH:17][C:16]([C:19](=[O:21])[CH3:20])=[CH:15][C:14]=1[CH3:22].[OH-].[K+].Cl. Product: [OH:12][C:13]1[CH:18]=[CH:17][C:16]([C:19](=[O:21])/[CH:20]=[CH:1]/[C:3]2[CH:4]=[C:5]([CH:9]=[CH:10][CH:11]=2)[C:6]([OH:8])=[O:7])=[CH:15][C:14]=1[CH3:22]. The catalyst class is: 24. (3) Reactant: [F:1][C:2]1[CH:23]=[CH:22][CH:21]=[C:20]([F:24])[C:3]=1[CH2:4][O:5][C:6]1[C:7]2[N:8]([C:13]([C:17]([OH:19])=O)=[C:14]([CH3:16])[N:15]=2)[CH:9]=[C:10]([CH3:12])[CH:11]=1.CN(C(ON1N=NC2C=CC=NC1=2)=[N+](C)C)C.F[P-](F)(F)(F)(F)F.C(N(CC)C(C)C)(C)C.[S:58]1[C:62]2[CH:63]=[CH:64][CH:65]=[CH:66][C:61]=2[N:60]=[C:59]1[CH2:67][C:68]([CH3:72])([NH2:71])[CH2:69][NH2:70].O.C(O)(C(F)(F)F)=O. Product: [NH2:71][C:68]([CH3:72])([CH2:67][C:59]1[S:58][C:62]2[CH:63]=[CH:64][CH:65]=[CH:66][C:61]=2[N:60]=1)[CH2:69][NH:70][C:17]([C:13]1[N:8]2[CH:9]=[C:10]([CH3:12])[CH:11]=[C:6]([O:5][CH2:4][C:3]3[C:20]([F:24])=[CH:21][CH:22]=[CH:23][C:2]=3[F:1])[C:7]2=[N:15][C:14]=1[CH3:16])=[O:19]. The catalyst class is: 3. (4) The catalyst class is: 3. Reactant: Br[C:2]1[C:7]([O:8][CH3:9])=[CH:6][CH:5]=[C:4]([I:10])[N:3]=1.[CH3:11][O-:12].[Na+].CO. Product: [CH3:11][O:12][C:2]1[C:7]([O:8][CH3:9])=[CH:6][CH:5]=[C:4]([I:10])[N:3]=1. (5) Reactant: [C:1]1([CH3:9])[C:2]([C:7]#[N:8])=[CH:3][CH:4]=[CH:5][CH:6]=1.CN1CCCN(C)C1=O.[Li+].CC([N-]C(C)C)C.CN(OC)[C:29]([CH:31]1[CH2:36][CH2:35][CH2:34][CH2:33][CH2:32]1)=[O:30]. Product: [CH:31]1([C:29](=[O:30])[CH2:9][C:1]2[CH:6]=[CH:5][CH:4]=[CH:3][C:2]=2[C:7]#[N:8])[CH2:36][CH2:35][CH2:34][CH2:33][CH2:32]1. The catalyst class is: 1. (6) Reactant: C([O:3][C:4](=[O:28])[CH:5]([C:12]1[N:13]([C:21]2[CH:26]=[CH:25][C:24]([Cl:27])=[CH:23][CH:22]=2)[N:14]=[C:15]2[C:20]=1[CH:19]=[CH:18][CH:17]=[CH:16]2)[CH:6]1[CH2:11][CH2:10][CH2:9][CH2:8][CH2:7]1)C.[OH-].[Na+]. Product: [Cl:27][C:24]1[CH:25]=[CH:26][C:21]([N:13]2[C:12]([CH:5]([CH:6]3[CH2:11][CH2:10][CH2:9][CH2:8][CH2:7]3)[C:4]([OH:28])=[O:3])=[C:20]3[C:15]([CH:16]=[CH:17][CH:18]=[CH:19]3)=[N:14]2)=[CH:22][CH:23]=1. The catalyst class is: 5.